Dataset: Reaction yield outcomes from USPTO patents with 853,638 reactions. Task: Predict the reaction yield, written as a fraction of the theoretical maximum amount of product (1.0 means a 100% yield; for example, 0.34 means a 34% yield). (1) The reactants are O/[CH:2]=[C:3]1\[C:4](=O)[CH2:5][C:6]([CH3:10])([CH3:9])[CH2:7][CH2:8]\1.[NH2:12][NH2:13]. The catalyst is CO. The product is [CH3:9][C:6]1([CH3:10])[CH2:5][C:4]2[NH:13][N:12]=[CH:2][C:3]=2[CH2:8][CH2:7]1. The yield is 0.960. (2) The yield is 0.300. The product is [ClH:1].[C:16]([C:13]1[CH:14]=[CH:15][C:10]([C:9]([NH:8][C:5]2[CH:4]=[CH:3][C:2]([Cl:1])=[CH:7][N:6]=2)=[O:31])=[C:11]([NH:20][CH2:21][CH:22]2[CH2:27][CH2:26][N:25]([CH:28]([CH3:30])[CH3:29])[CH2:24][CH2:23]2)[CH:12]=1)([OH:18])=[O:17]. The reactants are [Cl:1][C:2]1[CH:3]=[CH:4][C:5]([NH:8][C:9](=[O:31])[C:10]2[CH:15]=[CH:14][C:13]([C:16]([O:18]C)=[O:17])=[CH:12][C:11]=2[NH:20][CH2:21][CH:22]2[CH2:27][CH2:26][N:25]([CH:28]([CH3:30])[CH3:29])[CH2:24][CH2:23]2)=[N:6][CH:7]=1.O1CCCC1.[OH-].[Li+].Cl. The catalyst is O. (3) The reactants are [Cl:1][C:2]1[NH:3][C:4](I)=[C:5]([N+:7]([O-:9])=[O:8])[N:6]=1. The catalyst is C(O)C.[OH-].[Pd+2].[OH-].[C]. The product is [Cl:1][C:2]1[NH:3][CH:4]=[C:5]([N+:7]([O-:9])=[O:8])[N:6]=1. The yield is 0.834. (4) The reactants are [H-].[Na+].[F:3][C:4]1[CH:9]=[CH:8][C:7]([C:10](=[O:13])[CH2:11][CH3:12])=[C:6]([OH:14])[CH:5]=1.Br[CH2:16][C:17]#[CH:18]. The catalyst is CN(C=O)C. The product is [F:3][C:4]1[CH:9]=[CH:8][C:7]([C:10](=[O:13])[CH2:11][CH3:12])=[C:6]([O:14][CH2:18][C:17]#[CH:16])[CH:5]=1. The yield is 0.680.